Dataset: Full USPTO retrosynthesis dataset with 1.9M reactions from patents (1976-2016). Task: Predict the reactants needed to synthesize the given product. (1) The reactants are: [OH:1][C:2]1[C:3]([CH:8]2[CH2:13][CH2:12][C:11](=O)[CH2:10][CH2:9]2)=[N:4][CH:5]=[CH:6][CH:7]=1.[NH:15]1[CH2:18][CH:17]([NH:19][C:20]([CH2:22][NH:23][C:24](=[O:35])[C:25]2[CH:30]=[CH:29][CH:28]=[C:27]([C:31]([F:34])([F:33])[F:32])[CH:26]=2)=[O:21])[CH2:16]1. Given the product [OH:1][C:2]1[C:3]([CH:8]2[CH2:13][CH2:12][CH:11]([N:15]3[CH2:18][CH:17]([NH:19][C:20]([CH2:22][NH:23][C:24](=[O:35])[C:25]4[CH:30]=[CH:29][CH:28]=[C:27]([C:31]([F:34])([F:32])[F:33])[CH:26]=4)=[O:21])[CH2:16]3)[CH2:10][CH2:9]2)=[N:4][CH:5]=[CH:6][CH:7]=1, predict the reactants needed to synthesize it. (2) Given the product [CH2:17]([C:19]1[CH:20]=[C:21]([CH3:31])[C:22]([N:25]2[CH2:26][CH2:27][N:28]([C:4]([C:3]3[CH:7]=[CH:8][C:9]([N:11]4[CH2:15][CH2:14][CH2:13][C:12]4=[O:16])=[N:10][C:2]=3[CH3:1])=[O:6])[CH2:29][CH2:30]2)=[N:23][CH:24]=1)[CH3:18], predict the reactants needed to synthesize it. The reactants are: [CH3:1][C:2]1[N:10]=[C:9]([N:11]2[CH2:15][CH2:14][CH2:13][C:12]2=[O:16])[CH:8]=[CH:7][C:3]=1[C:4]([OH:6])=O.[CH2:17]([C:19]1[CH:20]=[C:21]([CH3:31])[C:22]([N:25]2[CH2:30][CH2:29][NH:28][CH2:27][CH2:26]2)=[N:23][CH:24]=1)[CH3:18]. (3) Given the product [CH2:1]([CH:3]1[C:4]([C:10]2[CH:28]=[CH:27][C:13]3[N:14]=[C:15]([C:17]4[CH:18]=[CH:19][C:20]([O:21][CH2:22][CH2:23][N:37]5[CH2:38][CH2:39][CH:34]([CH3:33])[CH2:35][CH2:36]5)=[CH:25][CH:26]=4)[O:16][C:12]=3[CH:11]=2)=[N:5][NH:6][C:7](=[O:9])[CH2:8]1)[CH3:2], predict the reactants needed to synthesize it. The reactants are: [CH2:1]([CH:3]1[CH2:8][C:7](=[O:9])[NH:6][N:5]=[C:4]1[C:10]1[CH:28]=[CH:27][C:13]2[N:14]=[C:15]([C:17]3[CH:26]=[CH:25][C:20]([O:21][CH2:22][CH:23]=O)=[CH:19][CH:18]=3)[O:16][C:12]=2[CH:11]=1)[CH3:2].C(O)(=O)C.[CH3:33][CH:34]1[CH2:39][CH2:38][NH:37][CH2:36][CH2:35]1.C(O[BH-](OC(=O)C)OC(=O)C)(=O)C.[Na+]. (4) Given the product [ClH:1].[Cl:1][C:2]1[CH:9]=[CH:8][C:7]([N+:10]([O-:12])=[O:11])=[CH:6][C:3]=1[C:4]([NH2:17])=[NH:5], predict the reactants needed to synthesize it. The reactants are: [Cl:1][C:2]1[CH:9]=[CH:8][C:7]([N+:10]([O-:12])=[O:11])=[CH:6][C:3]=1[C:4]#[N:5].C[O-].[Na+].[Cl-].[NH4+:17]. (5) Given the product [NH2:5][CH:6]([C:11]1[CH:16]=[CH:15][C:14]2[O:17][CH2:18][O:19][C:13]=2[CH:12]=1)[CH2:7][C:8]([O:10][CH2:1][CH2:2][CH3:3])=[O:9], predict the reactants needed to synthesize it. The reactants are: [CH2:1](O)[CH2:2][CH3:3].[NH2:5][CH:6]([C:11]1[CH:16]=[CH:15][C:14]2[O:17][CH2:18][O:19][C:13]=2[CH:12]=1)[CH2:7][C:8]([OH:10])=[O:9].S(=O)(=O)(O)O.[OH-].[Na+].